This data is from Catalyst prediction with 721,799 reactions and 888 catalyst types from USPTO. The task is: Predict which catalyst facilitates the given reaction. Reactant: [C:1]([O:5][C:6](=[O:28])[CH2:7][C@H:8]([C:18]1[O:22][N:21]=[C:20]([C:23](OCC)=[O:24])[N:19]=1)[CH2:9][CH2:10][CH2:11][CH:12]1[CH2:17][CH2:16][CH2:15][CH2:14][CH2:13]1)([CH3:4])([CH3:3])[CH3:2].[NH3:29]. Product: [NH2:29][C:23]([C:20]1[N:19]=[C:18]([C@H:8]([CH2:9][CH2:10][CH2:11][C:12]2[CH:17]=[CH:16][CH:15]=[CH:14][CH:13]=2)[CH2:7][C:6]([O:5][C:1]([CH3:4])([CH3:3])[CH3:2])=[O:28])[O:22][N:21]=1)=[O:24]. The catalyst class is: 8.